This data is from Forward reaction prediction with 1.9M reactions from USPTO patents (1976-2016). The task is: Predict the product of the given reaction. Given the reactants Br[C:2]1[CH:7]=[CH:6][C:5]([O:8][CH3:9])=[C:4]([F:10])[CH:3]=1.[CH3:11][C:12]1([CH3:33])[O:17][C:16](=[O:18])[C:15](=[C:19]2[CH2:24][CH2:23][N:22]([C:25]([O:27][C:28]([CH3:31])([CH3:30])[CH3:29])=[O:26])[CH2:21][CH2:20]2)[C:14](=[O:32])[O:13]1, predict the reaction product. The product is: [CH3:11][C:12]1([CH3:33])[O:17][C:16](=[O:18])[CH:15]([C:19]2([C:2]3[CH:7]=[CH:6][C:5]([O:8][CH3:9])=[C:4]([F:10])[CH:3]=3)[CH2:24][CH2:23][N:22]([C:25]([O:27][C:28]([CH3:31])([CH3:30])[CH3:29])=[O:26])[CH2:21][CH2:20]2)[C:14](=[O:32])[O:13]1.